This data is from CYP1A2 inhibition data for predicting drug metabolism from PubChem BioAssay. The task is: Regression/Classification. Given a drug SMILES string, predict its absorption, distribution, metabolism, or excretion properties. Task type varies by dataset: regression for continuous measurements (e.g., permeability, clearance, half-life) or binary classification for categorical outcomes (e.g., BBB penetration, CYP inhibition). Dataset: cyp1a2_veith. (1) The drug is Cc1noc(C)c1-c1nc(NCc2ccccc2)c2ccccc2n1. The result is 1 (inhibitor). (2) The compound is Cc1cccc(OC(=O)CN2C(=O)C3C4CCC(C4)C3C2=O)c1C. The result is 1 (inhibitor). (3) The compound is COCCCNC(=O)CN(c1ccc(OC)cc1)S(=O)(=O)c1ccc(NC(C)=O)cc1. The result is 0 (non-inhibitor). (4) The compound is C=CCn1c(=O)c(C=Nc2cccc([N+](=O)[O-])c2)c(O)n(CCCC)c1=O. The result is 1 (inhibitor).